Task: Predict the product of the given reaction.. Dataset: Forward reaction prediction with 1.9M reactions from USPTO patents (1976-2016) (1) Given the reactants O[CH:2]1[CH:5]([C:6]2[CH:11]=[CH:10][CH:9]=[CH:8][C:7]=2[Cl:12])[N:4]([C:13]2[CH:18]=[CH:17][C:16]([O:19][CH3:20])=[CH:15][CH:14]=2)[C:3]1=[O:21].[H-].[Na+].[C:24](Cl)(=[O:27])[CH:25]=[CH2:26], predict the reaction product. The product is: [C:24]([CH:2]1[CH:5]([C:6]2[CH:11]=[CH:10][CH:9]=[CH:8][C:7]=2[Cl:12])[N:4]([C:13]2[CH:18]=[CH:17][C:16]([O:19][CH3:20])=[CH:15][CH:14]=2)[C:3]1=[O:21])(=[O:27])[CH:25]=[CH2:26]. (2) Given the reactants Cl[C:2]1[N:7]=[CH:6][N:5]=[C:4]([NH:8][C:9]2[CH:10]=[C:11]([CH2:15][S:16]([NH2:19])(=[O:18])=[O:17])[CH:12]=[CH:13][CH:14]=2)[N:3]=1.[NH:20]1[CH2:25][CH2:24][O:23][CH2:22][CH2:21]1.CCN(C(C)C)C(C)C, predict the reaction product. The product is: [N:20]1([C:2]2[N:7]=[CH:6][N:5]=[C:4]([NH:8][C:9]3[CH:10]=[C:11]([CH2:15][S:16]([NH2:19])(=[O:18])=[O:17])[CH:12]=[CH:13][CH:14]=3)[N:3]=2)[CH2:25][CH2:24][O:23][CH2:22][CH2:21]1. (3) Given the reactants C([Li])CCC.C(NC(C)C)(C)C.[C:13]1(=[O:20])[CH2:18][CH2:17][CH2:16][CH2:15][C:14]1=[O:19].Br[CH2:22][C:23]([O:25][CH2:26][C:27]1[CH:32]=[CH:31][CH:30]=[CH:29][CH:28]=1)=[O:24], predict the reaction product. The product is: [C:27]1([CH2:26][O:25][C:23](=[O:24])[CH2:22][C:18]2[CH2:17][CH2:16][CH2:15][C:14](=[O:19])[C:13]=2[OH:20])[CH:32]=[CH:31][CH:30]=[CH:29][CH:28]=1. (4) Given the reactants [O:1]1[CH2:6][CH2:5][CH2:4][CH:3]([NH:7][C:8]2[C:9]3[N:10]([CH:16]=[CH:17][CH:18]=3)[N:11]=[CH:12][C:13]=2[C:14]#[N:15])[CH2:2]1.[OH-:19].[NH4+].OO, predict the reaction product. The product is: [O:1]1[CH2:6][CH2:5][CH2:4][CH:3]([NH:7][C:8]2[C:9]3[N:10]([CH:16]=[CH:17][CH:18]=3)[N:11]=[CH:12][C:13]=2[C:14]([NH2:15])=[O:19])[CH2:2]1. (5) Given the reactants O1CCCCC1[O:7][CH2:8][CH2:9][CH2:10][N:11]1[CH2:16][CH2:15][N:14]([C:17]2[CH:18]=[C:19](O)[CH:20]=[CH:21][CH:22]=2)[CH2:13][CH2:12]1.O=P(Cl)(Cl)Cl.N1CCCCC1.[CH3:35][O:36][C:37](=[O:48])[CH2:38][C:39]1[S:40][C:41]2[CH:47]=[CH:46][CH:45]=[CH:44][C:42]=2[N:43]=1, predict the reaction product. The product is: [S:40]1[C:41]2[CH:47]=[CH:46][CH:45]=[CH:44][C:42]=2[N:43]=[C:39]1[C:38]1[C:37](=[O:48])[O:36][C:35]2[C:20]([CH:19]=1)=[CH:21][CH:22]=[C:17]([N:14]1[CH2:13][CH2:12][N:11]([CH2:10][CH2:9][CH2:8][OH:7])[CH2:16][CH2:15]1)[CH:18]=2. (6) Given the reactants [S:1]1[C:5]2[CH:6]=[CH:7][CH:8]=[CH:9][C:4]=2[N:3]=[C:2]1[S:10][CH2:11][C:12]([OH:14])=O.[O:15]1[CH2:20][CH2:19][NH:18][C:17]2[CH:21]=[CH:22][CH:23]=[CH:24][C:16]1=2, predict the reaction product. The product is: [S:1]1[C:5]2[CH:6]=[CH:7][CH:8]=[CH:9][C:4]=2[N:3]=[C:2]1[S:10][CH2:11][C:12]([N:18]1[C:17]2[CH:21]=[CH:22][CH:23]=[CH:24][C:16]=2[O:15][CH2:20][CH2:19]1)=[O:14]. (7) The product is: [CH3:1][C:2]1[O:6][N:5]=[C:4]([NH:7][C:22]([CH:20]2[C:21]3[CH:8]=[CH:9][CH:10]=[CH:11][C:12]=3[O:13][C:14]3[C:19]2=[CH:18][CH:17]=[CH:16][CH:15]=3)=[O:23])[N:3]=1. Given the reactants [CH3:1][C:2]1[O:6][N:5]=[C:4]([NH2:7])[N:3]=1.[CH:8]1[C:21]2[CH:20]([C:22](Cl)=[O:23])[C:19]3[C:14](=[CH:15][CH:16]=[CH:17][CH:18]=3)[O:13][C:12]=2[CH:11]=[CH:10][CH:9]=1, predict the reaction product. (8) The product is: [Cl:29][CH2:28][CH2:27][CH2:26][O:1][C:2]1[CH:11]=[C:10]2[C:5]([C:6]([O:12][C:13]3[CH:14]=[C:15]4[C:19](=[CH:20][CH:21]=3)[NH:18][C:17]([CH3:22])=[CH:16]4)=[N:7][CH:8]=[N:9]2)=[CH:4][C:3]=1[O:23][CH3:24]. Given the reactants [OH:1][C:2]1[CH:11]=[C:10]2[C:5]([C:6]([O:12][C:13]3[CH:14]=[C:15]4[C:19](=[CH:20][CH:21]=3)[NH:18][C:17]([CH3:22])=[CH:16]4)=[N:7][CH:8]=[N:9]2)=[CH:4][C:3]=1[O:23][CH3:24].Br[CH2:26][CH2:27][CH2:28][Cl:29].C(=O)([O-])[O-].[K+].[K+].O, predict the reaction product.